Dataset: Catalyst prediction with 721,799 reactions and 888 catalyst types from USPTO. Task: Predict which catalyst facilitates the given reaction. (1) Reactant: Br[CH2:2][C:3]([C:5]1[CH:6]=[CH:7][C:8]2[C:17]3[CH:16]=[C:15]4[CH2:18][CH2:19][CH2:20][C:21](=[O:22])[C:14]4=[CH:13][C:12]=3[O:11][CH2:10][C:9]=2[CH:23]=1)=[O:4].[C:24]([O:28][C:29]([N:31]1[CH2:35][C@@H:34]([CH2:36][O:37][CH3:38])[CH2:33][C@H:32]1[C:39]([OH:41])=[O:40])=[O:30])([CH3:27])([CH3:26])[CH3:25].C([O-])([O-])=O.[Cs+].[Cs+]. Product: [CH3:38][O:37][CH2:36][C@@H:34]1[CH2:35][N:31]([C:29]([O:28][C:24]([CH3:27])([CH3:25])[CH3:26])=[O:30])[C@H:32]([C:39]([O:41][CH2:2][C:3](=[O:4])[C:5]2[CH:6]=[CH:7][C:8]3[C:17]4[CH:16]=[C:15]5[CH2:18][CH2:19][CH2:20][C:21](=[O:22])[C:14]5=[CH:13][C:12]=4[O:11][CH2:10][C:9]=3[CH:23]=2)=[O:40])[CH2:33]1. The catalyst class is: 2. (2) Reactant: [C:1](O)(=O)[CH2:2][C:3]([OH:5])=[O:4].N1CCCCC1.[S:14]1[CH:18]=[CH:17][C:16](C=O)=[CH:15]1.Cl. Product: [S:14]1[CH:18]=[CH:17][C:16](/[CH:1]=[CH:2]/[C:3]([OH:5])=[O:4])=[CH:15]1. The catalyst class is: 17. (3) Reactant: [CH:1]1([CH:7]2[CH2:11][CH2:10][O:9][C:8]2=O)[CH2:6][CH2:5][CH2:4][CH2:3][CH2:2]1.[OH-].[NH4+:14]. Product: [CH:1]1([CH:7]2[CH2:11][CH2:10][NH:14][C:8]2=[O:9])[CH2:6][CH2:5][CH2:4][CH2:3][CH2:2]1. The catalyst class is: 8. (4) Reactant: [CH3:1][O:2][C:3]1[CH:8]=[C:7]([CH:9]=O)[CH:6]=[C:5]([O:11][CH3:12])[N:4]=1.C1(P(=[CH:32][C:33]([O:35][CH3:36])=[O:34])(C2C=CC=CC=2)C2C=CC=CC=2)C=CC=CC=1. Product: [CH3:1][O:2][C:3]1[CH:8]=[C:7](/[CH:9]=[CH:32]/[C:33]([O:35][CH3:36])=[O:34])[CH:6]=[C:5]([O:11][CH3:12])[N:4]=1. The catalyst class is: 2. (5) Reactant: Br[C:2]1[CH:3]=[CH:4][C:5]([NH2:8])=[N:6][CH:7]=1.[C:9]1(B(O)O)[CH:14]=[CH:13][CH:12]=[CH:11][CH:10]=1.C([O-])([O-])=O.[Na+].[Na+]. Product: [C:9]1([C:2]2[CH:3]=[CH:4][C:5]([NH2:8])=[N:6][CH:7]=2)[CH:14]=[CH:13][CH:12]=[CH:11][CH:10]=1. The catalyst class is: 70. (6) Reactant: [CH3:1][O:2][C:3](=[O:12])[C:4]1[CH:9]=[C:8]([Cl:10])[C:7](Cl)=[N:6][CH:5]=1.[NH2:13][C:14]1[CH:15]=[N:16][C:17]([CH3:20])=[CH:18][CH:19]=1.C1C=CC(P(C2C(C3C(P(C4C=CC=CC=4)C4C=CC=CC=4)=CC=C4C=3C=CC=C4)=C3C(C=CC=C3)=CC=2)C2C=CC=CC=2)=CC=1.C([O-])([O-])=O.[K+].[K+]. Product: [CH3:1][O:2][C:3](=[O:12])[C:4]1[CH:9]=[C:8]([Cl:10])[C:7]([NH:13][C:14]2[CH:15]=[N:16][C:17]([CH3:20])=[CH:18][CH:19]=2)=[N:6][CH:5]=1. The catalyst class is: 101. (7) Reactant: [C:1]([C@@H:3]([NH2:23])[C@@H:4]([CH3:22])[C@@H:5]([O:14][CH2:15][C:16]1[CH:21]=[CH:20][CH:19]=[CH:18][CH:17]=1)[CH2:6][CH2:7][C:8]1[CH:13]=[CH:12][CH:11]=[CH:10][CH:9]=1)#[N:2]. Product: [C:1]([CH:3]([NH2:23])[C@@H:4]([CH3:22])[C@@H:5]([O:14][CH2:15][C:16]1[CH:21]=[CH:20][CH:19]=[CH:18][CH:17]=1)[CH2:6][CH2:7][C:8]1[CH:9]=[CH:10][CH:11]=[CH:12][CH:13]=1)#[N:2]. The catalyst class is: 22. (8) Reactant: [Br:1][C:2]1[C:11]([F:12])=[CH:10][C:5]([C:6](OC)=[O:7])=[C:4]([Cl:13])[CH:3]=1.CO.[BH4-].[Li+].[OH-].[Na+]. Product: [Br:1][C:2]1[C:11]([F:12])=[CH:10][C:5]([CH2:6][OH:7])=[C:4]([Cl:13])[CH:3]=1. The catalyst class is: 7.